From a dataset of Catalyst prediction with 721,799 reactions and 888 catalyst types from USPTO. Predict which catalyst facilitates the given reaction. (1) Reactant: [O:1]1[C:5]2([CH2:10][CH2:9][CH:8]([OH:11])[CH2:7][CH2:6]2)[O:4][CH2:3][CH2:2]1.CC([O-])(C)C.[K+].Cl.Br[C:20]1[CH:25]=[CH:24][N:23]=[CH:22][CH:21]=1. Product: [O:1]1[C:5]2([CH2:10][CH2:9][CH:8]([O:11][C:20]3[CH:25]=[CH:24][N:23]=[CH:22][CH:21]=3)[CH2:7][CH2:6]2)[O:4][CH2:3][CH2:2]1. The catalyst class is: 16. (2) Reactant: [CH3:1][C:2]1[CH:11]=[C:10]2[C:5]([C:6]([N:19]3[CH2:24][CH2:23][NH:22][CH2:21][CH2:20]3)=[N:7][C:8]([C:12]3[CH:17]=[CH:16][CH:15]=[CH:14][C:13]=3[OH:18])=[N:9]2)=[CH:4][CH:3]=1.[OH:25][C@H:26]([CH2:30][C:31]([CH3:34])([CH3:33])[CH3:32])[C:27](O)=[O:28].C(N(CC)CC)C.CN(C(ON1N=NC2C=CC=NC1=2)=[N+](C)C)C.F[P-](F)(F)(F)(F)F. Product: [OH:25][C@H:26]([CH2:30][C:31]([CH3:34])([CH3:33])[CH3:32])[C:27]([N:22]1[CH2:23][CH2:24][N:19]([C:6]2[C:5]3[C:10](=[CH:11][C:2]([CH3:1])=[CH:3][CH:4]=3)[N:9]=[C:8]([C:12]3[CH:17]=[CH:16][CH:15]=[CH:14][C:13]=3[OH:18])[N:7]=2)[CH2:20][CH2:21]1)=[O:28]. The catalyst class is: 3. (3) Reactant: C(S[C:4](=[N:8][C:9]1[CH:14]=[CH:13][C:12]([Br:15])=[CH:11][CH:10]=1)[CH:5]([CH3:7])[CH3:6])C.[C:16]([NH:24][NH2:25])(=O)[C:17]1[CH:22]=[CH:21][CH:20]=[CH:19][CH:18]=1.C(O)CCC. The catalyst class is: 5. Product: [Br:15][C:12]1[CH:13]=[CH:14][C:9]([N:8]2[C:4]([CH:5]([CH3:7])[CH3:6])=[N:25][N:24]=[C:16]2[C:17]2[CH:22]=[CH:21][CH:20]=[CH:19][CH:18]=2)=[CH:10][CH:11]=1. (4) Reactant: [C:1]([O:7]CC)(=O)[CH2:2][C:3]([CH3:5])=O.C(O)(=O)C.[CH3:14][C:15]1[CH:16]=[C:17]([NH2:20])[NH:18][N:19]=1. Product: [CH3:14][C:15]1[CH:16]=[C:17]2[NH:20][C:3]([CH3:5])=[CH:2][C:1](=[O:7])[N:18]2[N:19]=1. The catalyst class is: 310. (5) Reactant: [NH:1]1[C:9]2[C:4](=[CH:5][C:6]([C:10](O)=[O:11])=[CH:7][CH:8]=2)[CH:3]=[CH:2]1.[H-].[H-].[H-].[H-].[Li+].[Al+3].C1(C)C=CC=CC=1. Product: [NH:1]1[C:9]2[C:4](=[CH:5][C:6]([CH2:10][OH:11])=[CH:7][CH:8]=2)[CH:3]=[CH:2]1. The catalyst class is: 1. (6) Product: [CH2:12]([O:18][C:19]1[CH:20]=[CH:21][C:22]([N:25]2[CH2:26][CH2:27][N:28]([C:31]3[CH:39]=[CH:38][C:34]([C:35]([O:1][N:2]4[C:6]5[CH:7]=[CH:8][CH:9]=[CH:10][C:5]=5[N:4]=[N:3]4)=[O:36])=[CH:33][CH:32]=3)[CH2:29][CH2:30]2)=[CH:23][CH:24]=1)[CH2:13][CH2:14][CH2:15][CH2:16][CH3:17]. Reactant: [OH:1][N:2]1[C:6]2[CH:7]=[CH:8][CH:9]=[CH:10][C:5]=2[N:4]=[N:3]1.Cl.[CH2:12]([O:18][C:19]1[CH:24]=[CH:23][C:22]([N:25]2[CH2:30][CH2:29][N:28]([C:31]3[CH:39]=[CH:38][C:34]([C:35](O)=[O:36])=[CH:33][CH:32]=3)[CH2:27][CH2:26]2)=[CH:21][CH:20]=1)[CH2:13][CH2:14][CH2:15][CH2:16][CH3:17].C(N(CC)CC)C.ClCCl. The catalyst class is: 6. (7) The catalyst class is: 84. Product: [C:1]([O:7][C:8]1[C:9]([CH3:18])=[C:10]2[N:15]([CH:16]=1)[N:14]=[CH:13][N:12]=[C:11]2[Cl:21])(=[O:6])[C:2]([CH3:5])([CH3:4])[CH3:3]. Reactant: [C:1]([O:7][C:8]1[C:9]([CH3:18])=[C:10]2[N:15]([CH:16]=1)[N:14]=[CH:13][NH:12][C:11]2=O)(=[O:6])[C:2]([CH3:5])([CH3:4])[CH3:3].P(Cl)(Cl)([Cl:21])=O.CCN(C(C)C)C(C)C.C(#N)C. (8) Reactant: Cl[C:2]1[N:11]=[C:10]([NH:12][CH2:13][CH:14]([CH:21]2[CH2:23][CH2:22]2)[C:15]2[CH:20]=[CH:19][CH:18]=[CH:17][CH:16]=2)[C:9]2[C:4](=[CH:5][CH:6]=[CH:7][CH:8]=2)[N:3]=1.[CH3:24][C:25]1[C:30](B(O)O)=[CH:29][N:28]2[CH:34]=[CH:35][N:36]=[C:27]2[CH:26]=1.C(NC1C2C(=CC=CC=2)N=C(C2SC3C=CC=CC=3C=2)N=1)(C1C=CC=CC=1)C1C=CC=CC=1. Product: [CH:21]1([CH:14]([C:15]2[CH:20]=[CH:19][CH:18]=[CH:17][CH:16]=2)[CH2:13][NH:12][C:10]2[C:9]3[C:4](=[CH:5][CH:6]=[CH:7][CH:8]=3)[N:3]=[C:2]([C:30]3[C:25]([CH3:24])=[CH:26][C:27]4[N:28]([CH:34]=[CH:35][N:36]=4)[CH:29]=3)[N:11]=2)[CH2:23][CH2:22]1. The catalyst class is: 147.